Dataset: Orexin1 receptor HTS with 218,158 compounds and 233 confirmed actives. Task: Binary Classification. Given a drug SMILES string, predict its activity (active/inactive) in a high-throughput screening assay against a specified biological target. (1) The molecule is S(=O)(=O)(NCCC(=O)Nc1c(O)cc(cc1)C)c1ccc(OC(F)(F)F)cc1. The result is 0 (inactive). (2) The compound is S(=O)(=O)(N1CCOc2c1cccc2)c1cc(CN2C(=O)c3c(nccc3)C2=O)ccc1OC. The result is 0 (inactive).